From a dataset of Full USPTO retrosynthesis dataset with 1.9M reactions from patents (1976-2016). Predict the reactants needed to synthesize the given product. (1) Given the product [CH3:37][C:29]1([CH3:38])[CH2:28][N:27]=[C:26]([C:8]2[CH:7]=[N:6][C:15]3[C:10]([CH:9]=2)=[CH:11][CH:12]=[CH:13][CH:14]=3)[C:32]2[CH:33]=[CH:34][CH:35]=[CH:36][C:31]=2[O:30]1, predict the reactants needed to synthesize it. The reactants are: CN(C)C=O.[N:6]1[C:15]2[C:10](=[CH:11][CH:12]=[CH:13][CH:14]=2)[CH:9]=[C:8](B(O)O)[CH:7]=1.C(=O)([O-])[O-].[Cs+].[Cs+].Cl[C:26]1[C:32]2[CH:33]=[CH:34][CH:35]=[CH:36][C:31]=2[O:30][C:29]([CH3:38])([CH3:37])[CH2:28][N:27]=1. (2) The reactants are: C(C1C=CC(C(NC2C=CC(C3C=C4C(CN([C@@H](C(C)C)C(O)=O)C4=O)=CC=3)=NC=2)=O)=CC=1)(C)(C)C.[C:37]([C:41]1[CH:74]=[CH:73][C:44]([C:45]([NH:47][C:48]2[CH:53]=[CH:52][C:51]([C:54]3[CH:62]=[C:61]4[C:57]([CH2:58][N:59]([C@@H:64]([CH:69]([CH3:71])[CH3:70])[C:65]([O:67]C)=[O:66])[C:60]4=[O:63])=[CH:56][CH:55]=3)=[C:50]([CH3:72])[CH:49]=2)=[O:46])=[CH:43][CH:42]=1)([CH3:40])([CH3:39])[CH3:38]. Given the product [C:37]([C:41]1[CH:74]=[CH:73][C:44]([C:45]([NH:47][C:48]2[CH:53]=[CH:52][C:51]([C:54]3[CH:62]=[C:61]4[C:57]([CH2:58][N:59]([C@@H:64]([CH:69]([CH3:70])[CH3:71])[C:65]([OH:67])=[O:66])[C:60]4=[O:63])=[CH:56][CH:55]=3)=[C:50]([CH3:72])[CH:49]=2)=[O:46])=[CH:43][CH:42]=1)([CH3:38])([CH3:40])[CH3:39], predict the reactants needed to synthesize it.